From a dataset of CYP2C9 inhibition data for predicting drug metabolism from PubChem BioAssay. Regression/Classification. Given a drug SMILES string, predict its absorption, distribution, metabolism, or excretion properties. Task type varies by dataset: regression for continuous measurements (e.g., permeability, clearance, half-life) or binary classification for categorical outcomes (e.g., BBB penetration, CYP inhibition). Dataset: cyp2c9_veith. (1) The drug is C[N+](C)(C)COP(=O)([O-])OP(=O)([O-])OC[C@@H]1O[C@@H](n2ccc(N)nc2=O)[C@@H](O)[C@H]1O.[Na+]. The result is 0 (non-inhibitor). (2) The compound is CCN(CC)CCNC(=O)/C(=C/c1ccc[nH]1)NC(=O)c1ccccc1. The result is 0 (non-inhibitor).